Dataset: Forward reaction prediction with 1.9M reactions from USPTO patents (1976-2016). Task: Predict the product of the given reaction. (1) Given the reactants C([O:3][C:4]([C:6]1[CH:37]=[CH:36][C:9]2[N:10]([CH:30]3[CH2:35][CH2:34][CH2:33][CH2:32][CH2:31]3)[C:11]([C:13]3[CH:14]=[C:15]4[C:20](=[CH:21][CH:22]=3)[N:19]=[C:18]([C:23]3[CH:28]=[CH:27][CH:26]=[CH:25][CH:24]=3)[CH:17]=[C:16]4Cl)=[N:12][C:8]=2[CH:7]=1)=[O:5])C.[C:38]([O:42][C:43](=[O:48])[NH:44][CH2:45][CH2:46][NH2:47])([CH3:41])([CH3:40])[CH3:39], predict the reaction product. The product is: [C:38]([O:42][C:43]([NH:44][CH2:45][CH2:46][NH:47][C:16]1[C:15]2[C:20](=[CH:21][CH:22]=[C:13]([C:11]3[N:10]([CH:30]4[CH2:35][CH2:34][CH2:33][CH2:32][CH2:31]4)[C:9]4[CH:36]=[CH:37][C:6]([C:4]([OH:5])=[O:3])=[CH:7][C:8]=4[N:12]=3)[CH:14]=2)[N:19]=[C:18]([C:23]2[CH:28]=[CH:27][CH:26]=[CH:25][CH:24]=2)[CH:17]=1)=[O:48])([CH3:41])([CH3:39])[CH3:40]. (2) Given the reactants [NH:1]1[CH2:6][CH2:5][NH:4][CH2:3][C:2]1=[O:7].[CH:8]1[C:17]2[C:12](=[CH:13][CH:14]=[CH:15][CH:16]=2)[CH:11]=[CH:10][C:9]=1[S:18](Cl)(=[O:20])=[O:19].C(N(C(C)C)CC)(C)C, predict the reaction product. The product is: [CH:8]1[C:17]2[C:12](=[CH:13][CH:14]=[CH:15][CH:16]=2)[CH:11]=[CH:10][C:9]=1[S:18]([N:4]1[CH2:5][CH2:6][NH:1][C:2](=[O:7])[CH2:3]1)(=[O:19])=[O:20]. (3) Given the reactants [Si:1]([O:8][C@H:9]1[C:14](=[CH2:15])[C@H:13]([CH2:16][OH:17])[CH2:12][C@H:11]([OH:18])[CH2:10]1)([C:4]([CH3:7])([CH3:6])[CH3:5])([CH3:3])[CH3:2].[Si:19](C1NC=CN=1)([C:22]([CH3:25])([CH3:24])[CH3:23])([CH3:21])[CH3:20], predict the reaction product. The product is: [Si:1]([O:8][C@H:9]1[C:14](=[CH2:15])[C@H:13]([CH2:16][O:17][Si:19]([C:22]([CH3:25])([CH3:24])[CH3:23])([CH3:21])[CH3:20])[CH2:12][C@H:11]([OH:18])[CH2:10]1)([C:4]([CH3:7])([CH3:6])[CH3:5])([CH3:3])[CH3:2].